From a dataset of Catalyst prediction with 721,799 reactions and 888 catalyst types from USPTO. Predict which catalyst facilitates the given reaction. (1) Reactant: [Cl:1][C:2]1[CH:23]=[CH:22][CH:21]=[CH:20][C:3]=1[O:4][C:5]1[CH2:9][N:8]([CH:10]([CH2:14][C:15]([F:18])([F:17])[F:16])[C:11](O)=[O:12])[C:7](=[O:19])[CH:6]=1.[CH3:24][C:25]1([CH3:37])[O:29][C@H:28]([CH2:30][N:31]2[CH:35]=[CH:34][C:33]([NH2:36])=[N:32]2)[CH2:27][O:26]1.C(N(CC)C(C)C)(C)C.F[P-](F)(F)(F)(F)F.N1(O[P+](N(C)C)(N(C)C)N(C)C)C2C=CC=CC=2N=N1. Product: [Cl:1][C:2]1[CH:23]=[CH:22][CH:21]=[CH:20][C:3]=1[O:4][C:5]1[CH2:9][N:8]([CH:10]([CH2:14][C:15]([F:17])([F:18])[F:16])[C:11]([NH:36][C:33]2[CH:34]=[CH:35][N:31]([CH2:30][C@@H:28]3[CH2:27][O:26][C:25]([CH3:37])([CH3:24])[O:29]3)[N:32]=2)=[O:12])[C:7](=[O:19])[CH:6]=1. The catalyst class is: 42. (2) Reactant: [CH3:1][O:2][C:3](=[O:9])[C@@H:4]([NH2:8])[CH:5]([CH3:7])[CH3:6].[F:10][C:11]([F:17])([F:16])[CH:12](OC)O. Product: [CH3:1][O:2][C:3](=[O:9])[C@@H:4]([N:8]=[CH:12][C:11]([F:17])([F:16])[F:10])[CH:5]([CH3:7])[CH3:6]. The catalyst class is: 743. (3) Reactant: [CH3:1][N:2]1[CH2:8][CH2:7][CH2:6][N:5]([CH:9]2[CH2:14][CH2:13][N:12](CC3C=CC=CC=3)[CH2:11][CH2:10]2)[CH2:4][CH2:3]1. Product: [CH3:1][N:2]1[CH2:8][CH2:7][CH2:6][N:5]([CH:9]2[CH2:14][CH2:13][NH:12][CH2:11][CH2:10]2)[CH2:4][CH2:3]1. The catalyst class is: 723. (4) Reactant: [C:1]1([B-:7]([C:20]2[CH:25]=[CH:24][CH:23]=[CH:22][CH:21]=2)([C:14]2[CH:19]=[CH:18][CH:17]=[CH:16][CH:15]=2)[C:8]2[CH:13]=[CH:12][CH:11]=[CH:10][CH:9]=2)[CH:6]=[CH:5][CH:4]=[CH:3][CH:2]=1.[Na+].O.S(O)(O)(=O)=O.[C:33]([P:37]([C:42]([CH3:45])([CH3:44])[CH3:43])[C:38]([CH3:41])([CH3:40])[CH3:39])([CH3:36])([CH3:35])[CH3:34]. Product: [C:20]1([B-:7]([C:1]2[CH:2]=[CH:3][CH:4]=[CH:5][CH:6]=2)([C:8]2[CH:9]=[CH:10][CH:11]=[CH:12][CH:13]=2)[C:14]2[CH:19]=[CH:18][CH:17]=[CH:16][CH:15]=2)[CH:21]=[CH:22][CH:23]=[CH:24][CH:25]=1.[C:42]([PH+:37]([C:33]([CH3:36])([CH3:35])[CH3:34])[C:38]([CH3:41])([CH3:40])[CH3:39])([CH3:43])([CH3:44])[CH3:45]. The catalyst class is: 11. (5) Reactant: Cl.[C:2]([NH:5][C:6]1[S:7][CH:8]=[C:9]([C:11]([NH2:13])=[NH:12])[N:10]=1)(=[O:4])[CH3:3].[Cl:14][C:15]1[CH:22]=[C:21]([F:23])[CH:20]=[CH:19][C:16]=1[CH:17]=O.[C:24]([O:30][CH2:31][CH3:32])(=[O:29])[CH2:25][C:26]([CH3:28])=O.C([O-])(=O)C.[Na+]. Product: [C:2]([NH:5][C:6]1[S:7][CH:8]=[C:9]([C:11]2[NH:13][C:26]([CH3:28])=[C:25]([C:24]([O:30][CH2:31][CH3:32])=[O:29])[CH:17]([C:16]3[CH:19]=[CH:20][C:21]([F:23])=[CH:22][C:15]=3[Cl:14])[N:12]=2)[N:10]=1)(=[O:4])[CH3:3]. The catalyst class is: 8.